This data is from hERG Central: cardiac toxicity at 1µM, 10µM, and general inhibition. The task is: Predict hERG channel inhibition at various concentrations. (1) The compound is O=C(NCCCN1CCN(Cc2ccccc2Cl)CC1)Nc1ccccc1. Results: hERG_inhib (hERG inhibition (general)): blocker. (2) The drug is CCOC(=O)N1CCC(N2Cc3cccc(C(=O)NC(C)c4ccc5c(c4)OCCO5)c3C2=O)CC1. Results: hERG_inhib (hERG inhibition (general)): blocker.